This data is from hERG Central: cardiac toxicity at 1µM, 10µM, and general inhibition. The task is: Predict hERG channel inhibition at various concentrations. (1) The compound is CCC(=O)OC1(Cc2ccc(CC)cc2)CC(C)N(C)CC1C.Cl. Results: hERG_inhib (hERG inhibition (general)): blocker. (2) The molecule is CCCCSCCCNC(=O)c1ccc(CS(=O)(=O)c2ccc(OC)cc2)o1. Results: hERG_inhib (hERG inhibition (general)): blocker. (3) The compound is CN(C)CCNC(=O)/C(=C/c1ccc(-c2cccc(Cl)c2)o1)NC(=O)c1ccccc1. Results: hERG_inhib (hERG inhibition (general)): blocker. (4) Results: hERG_inhib (hERG inhibition (general)): blocker. The molecule is O=C(CSc1nnc(-c2ccccc2)c(-c2ccccc2)n1)NCc1ccco1. (5) The molecule is Cc1ccc(-n2nc3c(=O)n(C(C)C(=O)NCCC4=CCCCC4)nc(C)c3c2C)cc1. Results: hERG_inhib (hERG inhibition (general)): blocker. (6) The molecule is CCOC(=O)C1CCN(C(=O)c2cccc(S(=O)(=O)N3CCc4ccccc43)c2)CC1. Results: hERG_inhib (hERG inhibition (general)): blocker. (7) The drug is CSc1ccccc1C(=O)C1CCCN(Cc2cnn(-c3ccccc3)c2)C1. Results: hERG_inhib (hERG inhibition (general)): blocker.